Task: Predict the reactants needed to synthesize the given product.. Dataset: Full USPTO retrosynthesis dataset with 1.9M reactions from patents (1976-2016) (1) Given the product [CH2:48]([C:50]1[CH:51]=[C:52]([C:53]2[N:55]=[C:9]([C:8]3[CH:12]=[C:13]([O:15][CH3:16])[N:14]=[C:6]([CH:3]([CH2:1][CH3:2])[CH2:4][CH3:5])[CH:7]=3)[O:11][N:54]=2)[CH:57]=[C:58]([CH3:61])[C:59]=1[OH:60])[CH3:49], predict the reactants needed to synthesize it. The reactants are: [CH2:1]([CH:3]([C:6]1[CH:7]=[C:8]([CH:12]=[C:13]([O:15][CH3:16])[N:14]=1)[C:9]([OH:11])=O)[CH2:4][CH3:5])[CH3:2].CCN(C(C)C)C(C)C.CN(C(ON1N=NC2C=CC=CC1=2)=[N+](C)C)C.[B-](F)(F)(F)F.[CH2:48]([C:50]1[CH:51]=[C:52]([CH:57]=[C:58]([CH3:61])[C:59]=1[OH:60])[C:53]([NH:55]O)=[NH:54])[CH3:49]. (2) The reactants are: [NH:1]1[CH:5]=[N:4][CH:3]=[N:2]1.[C:6]([C:9]1[CH:10]=[CH:11][C:12](Br)=[N:13][CH:14]=1)(=[O:8])[CH3:7].C(=O)([O-])[O-].[K+].[K+].[Cl-].[NH4+]. Given the product [C:6]([C:9]1[CH:10]=[CH:11][C:12]([N:1]2[CH:5]=[N:4][CH:3]=[N:2]2)=[N:13][CH:14]=1)(=[O:8])[CH3:7], predict the reactants needed to synthesize it. (3) Given the product [CH3:1][C:2]1[N:7]=[C:6]2[S:8][C:9]3[CH2:14][CH2:13][CH2:12][CH2:11][C:10]=3[C:5]2=[C:4]([C:15]2[CH:16]=[CH:17][C:18]([F:21])=[CH:19][CH:20]=2)[C:3]=1[CH:22]([CH2:38][CH2:37][CH3:41])[C:23]([O:25][CH3:26])=[O:24], predict the reactants needed to synthesize it. The reactants are: [CH3:1][C:2]1[N:7]=[C:6]2[S:8][C:9]3[CH2:14][CH2:13][CH2:12][CH2:11][C:10]=3[C:5]2=[C:4]([C:15]2[CH:20]=[CH:19][C:18]([F:21])=[CH:17][CH:16]=2)[C:3]=1[CH2:22][C:23]([O:25][CH3:26])=[O:24].[Li+].C[Si]([N-][Si](C)(C)C)(C)C.[CH2:37]1[CH2:41]OC[CH2:38]1.ICCC. (4) Given the product [Br:8][C:5]1[CH:6]=[CH:7][C:2]([O:9][C@@H:10]2[CH2:14][CH2:13][O:12][CH2:11]2)=[N:3][CH:4]=1, predict the reactants needed to synthesize it. The reactants are: Br[C:2]1[CH:7]=[CH:6][C:5]([Br:8])=[CH:4][N:3]=1.[OH:9][C@@H:10]1[CH2:14][CH2:13][O:12][CH2:11]1. (5) Given the product [N:31]1[CH:32]=[CH:33][CH:34]=[CH:35][C:30]=1[CH2:29][N:1]1[CH:5]=[CH:4][C:3]([C:6]2[CH:7]=[C:8]([C:12]3[N:17]4[N:18]=[CH:19][C:20]([C:21]([C:23]5[S:24][CH:25]=[CH:26][CH:27]=5)=[O:22])=[C:16]4[N:15]=[CH:14][CH:13]=3)[CH:9]=[CH:10][CH:11]=2)=[N:2]1, predict the reactants needed to synthesize it. The reactants are: [NH:1]1[CH:5]=[CH:4][C:3]([C:6]2[CH:7]=[C:8]([C:12]3[N:17]4[N:18]=[CH:19][C:20]([C:21]([C:23]5[S:24][CH:25]=[CH:26][CH:27]=5)=[O:22])=[C:16]4[N:15]=[CH:14][CH:13]=3)[CH:9]=[CH:10][CH:11]=2)=[N:2]1.Br[CH2:29][C:30]1[CH:35]=[CH:34][CH:33]=[CH:32][N:31]=1. (6) Given the product [ClH:26].[F:24][C:2]([F:1])([F:25])[S:3]([NH:6][CH2:7][CH2:8][CH2:9][CH2:10][N:11]1[CH2:21][C:20]2[N:22]3[C:13](=[CH:14][N:15]=[C:16]3[CH:17]=[CH:18][CH:19]=2)[C:12]1=[O:23])(=[O:4])=[O:5], predict the reactants needed to synthesize it. The reactants are: [F:1][C:2]([F:25])([F:24])[S:3]([NH:6][CH2:7][CH2:8][CH2:9][CH2:10][N:11]1[CH2:21][C:20]2[N:22]3[C:13](=[CH:14][N:15]=[C:16]3[CH:17]=[CH:18][CH:19]=2)[C:12]1=[O:23])(=[O:5])=[O:4].[ClH:26]. (7) Given the product [Cl:1][C:2]1[C:11]2[C:6](=[CH:7][C:8]([O:14][CH2:15][CH2:16][CH2:17][N:25]3[CH2:30][CH2:29][CH2:28][CH2:27][CH2:26]3)=[C:9]([O:12][CH3:13])[CH:10]=2)[N:5]=[CH:4][CH:3]=1, predict the reactants needed to synthesize it. The reactants are: [Cl:1][C:2]1[C:11]2[C:6](=[CH:7][C:8]([O:14][CH2:15][CH2:16][CH2:17]Cl)=[C:9]([O:12][CH3:13])[CH:10]=2)[N:5]=[CH:4][CH:3]=1.C(=O)([O-])[O-].[K+].[K+].[NH:25]1[CH2:30][CH2:29][CH2:28][CH2:27][CH2:26]1. (8) Given the product [CH3:15][O:16][C:17]1[CH:18]=[C:19]([CH:22]=[C:23]([O:25][CH3:26])[CH:24]=1)[CH2:20][S:11]([C:9]1[S:10][C:6]2[CH:5]=[CH:4][N:3]=[C:2]([N:37]3[CH2:36][CH2:35][N:34]([C:32]([O:31][C:27]([CH3:30])([CH3:29])[CH3:28])=[O:33])[CH2:39][CH2:38]3)[C:7]=2[CH:8]=1)(=[O:13])=[O:12], predict the reactants needed to synthesize it. The reactants are: Cl[C:2]1[C:7]2[CH:8]=[C:9]([S:11]([O-:13])=[O:12])[S:10][C:6]=2[CH:5]=[CH:4][N:3]=1.[Li+].[CH3:15][O:16][C:17]1[CH:18]=[C:19]([CH:22]=[C:23]([O:25][CH3:26])[CH:24]=1)[CH2:20]Br.[C:27]([O:31][C:32]([N:34]1[CH2:39][CH2:38][NH:37][CH2:36][CH2:35]1)=[O:33])([CH3:30])([CH3:29])[CH3:28].